Binary Classification. Given a drug SMILES string, predict its activity (active/inactive) in a high-throughput screening assay against a specified biological target. From a dataset of HIV replication inhibition screening data with 41,000+ compounds from the AIDS Antiviral Screen. (1) The result is 0 (inactive). The molecule is CN1CC(=Cc2ccc(Cl)cc2)C2=C(C1)C(c1ccc(Cl)cc1)NC(=S)N2.Cl. (2) The molecule is COc1ccc(NC(=O)COC(=O)c2cccc3c(=O)c4ccccc4[nH]c23)cc1. The result is 0 (inactive). (3) The compound is O=C(Nc1ccc(O)c(C(=O)O)c1)c1ccccc1. The result is 0 (inactive). (4) The compound is COC(=O)c1c(C)c(=O)n(C)c(=O)n1C. The result is 0 (inactive). (5) The drug is COc1ccc(C=NNS(=O)(=O)c2ccc(C=C3NC(=O)NC3=O)cc2)cc1. The result is 0 (inactive). (6) The compound is NN=C1C(=O)N(Cc2ccccc2)C(=O)C1C(=O)NCc1ccccc1. The result is 0 (inactive). (7) The result is 0 (inactive). The compound is O=C1c2ccccc2-c2c1c1ccccc1c(=O)n2Cc1ccccc1.